From a dataset of Forward reaction prediction with 1.9M reactions from USPTO patents (1976-2016). Predict the product of the given reaction. (1) Given the reactants [Br:1][C:2]1[CH:7]=[CH:6][C:5]([C:8]#[C:9][C:10]2[NH:14][C:13]([C@@H:15]3[CH2:19][C@H:18]([CH3:20])[CH2:17][N:16]3[C:21]([O:23][C:24]([CH3:27])([CH3:26])[CH3:25])=[O:22])=[N:12][CH:11]=2)=[CH:4][CH:3]=1.C1C(=O)N([I:35])C(=O)C1, predict the reaction product. The product is: [Br:1][C:2]1[CH:3]=[CH:4][C:5]([C:8]#[C:9][C:10]2[NH:14][C:13]([C@@H:15]3[CH2:19][C@H:18]([CH3:20])[CH2:17][N:16]3[C:21]([O:23][C:24]([CH3:26])([CH3:25])[CH3:27])=[O:22])=[N:12][C:11]=2[I:35])=[CH:6][CH:7]=1. (2) The product is: [Cl:29][C:26]1[CH:27]=[CH:28][C:23]([C:22]([N:20]([CH3:21])[C:15]2[CH:16]=[CH:17][CH:18]=[CH:19][C:14]=2[O:13][CH2:12][CH2:11][C:10]2[O:7][C:6](=[O:5])[NH:8][N:9]=2)=[O:42])=[CH:24][C:25]=1[C:30]1[CH:31]=[N:32][C:33]([C:38]([F:41])([F:40])[F:39])=[CH:34][C:35]=1[C:36]#[N:37]. Given the reactants C([O:5][C:6]([NH:8][NH:9][C:10](=O)[CH2:11][CH2:12][O:13][C:14]1[CH:19]=[CH:18][CH:17]=[CH:16][C:15]=1[N:20]([C:22](=[O:42])[C:23]1[CH:28]=[CH:27][C:26]([Cl:29])=[C:25]([C:30]2[CH:31]=[N:32][C:33]([C:38]([F:41])([F:40])[F:39])=[CH:34][C:35]=2[C:36]#[N:37])[CH:24]=1)[CH3:21])=[O:7])(C)(C)C.CCN(C(C)C)C(C)C.C(Cl)(Cl)=O, predict the reaction product. (3) Given the reactants [N+:1]([C:4]1[CH:5]=[CH:6][C:7]([N:10]2[CH2:25][CH2:24][C:13]3([CH2:18][CH2:17][CH:16]([CH2:19][C:20]([O:22][CH3:23])=[O:21])[CH2:15][CH2:14]3)[CH2:12][CH2:11]2)=[N:8][CH:9]=1)([O-])=O, predict the reaction product. The product is: [NH2:1][C:4]1[CH:5]=[CH:6][C:7]([N:10]2[CH2:25][CH2:24][C:13]3([CH2:18][CH2:17][CH:16]([CH2:19][C:20]([O:22][CH3:23])=[O:21])[CH2:15][CH2:14]3)[CH2:12][CH2:11]2)=[N:8][CH:9]=1.